Dataset: Full USPTO retrosynthesis dataset with 1.9M reactions from patents (1976-2016). Task: Predict the reactants needed to synthesize the given product. Given the product [OH:26][C:3]1([C:2]([F:28])([F:27])[F:1])[CH2:17][C:18]2[C:19](=[CH:20][CH:21]=[CH:22][CH:23]=2)[O:24][CH:4]1[NH:5][C:6]1[CH:15]=[CH:14][CH:13]=[C:12]2[C:7]=1[CH:8]=[CH:9][NH:10][C:11]2=[O:16], predict the reactants needed to synthesize it. The reactants are: [F:1][C:2]([F:28])([F:27])[C:3]([OH:26])([CH2:17][C:18]1[CH:23]=[CH:22][CH:21]=[CH:20][C:19]=1[O:24]C)[CH:4]=[N:5][C:6]1[CH:15]=[CH:14][CH:13]=[C:12]2[C:7]=1[CH:8]=[CH:9][NH:10][C:11]2=[O:16].B(Br)(Br)Br.